The task is: Predict the reactants needed to synthesize the given product.. This data is from Full USPTO retrosynthesis dataset with 1.9M reactions from patents (1976-2016). (1) Given the product [O:9]1[CH2:8][CH2:7][CH:6]([NH:5][C:14]([C:16]2[N:17]=[N:18][C:19]([O:22][CH2:23][C:24]3[C:25]([C:30]4[CH:35]=[CH:34][CH:33]=[C:32]([F:36])[CH:31]=4)=[N:26][O:27][C:28]=3[CH3:29])=[CH:20][CH:21]=2)=[O:15])[CH2:10][CH2:37]1, predict the reactants needed to synthesize it. The reactants are: C[Al](C)C.[NH2:5][CH:6]1[CH2:10][O:9][CH2:8][CH2:7]1.C(O[C:14]([C:16]1[N:17]=[N:18][C:19]([O:22][CH2:23][C:24]2[C:25]([C:30]3[CH:35]=[CH:34][CH:33]=[C:32]([F:36])[CH:31]=3)=[N:26][O:27][C:28]=2[CH3:29])=[CH:20][CH:21]=1)=[O:15])C.[C:37](C(C(C([O-])=O)O)O)([O-])=O.[K+].[Na+]. (2) Given the product [Br:14][C:11]1[N:7]([C:2]2[N:3]=[CH:4][CH:5]=[CH:6][N:1]=2)[C:8]([CH:12]=[O:13])=[CH:9][CH:10]=1, predict the reactants needed to synthesize it. The reactants are: [N:1]1[CH:6]=[CH:5][CH:4]=[N:3][C:2]=1[N:7]1[CH:11]=[CH:10][CH:9]=[C:8]1[CH:12]=[O:13].[Br:14]N1C(=O)CCC1=O.O. (3) Given the product [F:24][C:25]1[CH:30]=[CH:29][C:28]([C:31]([N:33]2[CH2:34][CH2:35][C:36]([CH2:37][N:7]3[C:2](=[O:1])[C:3]4[CH:10]=[CH:9][N:8]([CH:11]5[CH2:12][CH2:13][N:14]([C:17]([O:19][C:20]([CH3:23])([CH3:22])[CH3:21])=[O:18])[CH2:15][CH2:16]5)[C:4]=4[N:5]=[CH:6]3)([OH:38])[CH2:39][CH2:40]2)=[O:32])=[CH:27][CH:26]=1, predict the reactants needed to synthesize it. The reactants are: [O:1]=[C:2]1[NH:7][CH:6]=[N:5][C:4]2[N:8]([CH:11]3[CH2:16][CH2:15][N:14]([C:17]([O:19][C:20]([CH3:23])([CH3:22])[CH3:21])=[O:18])[CH2:13][CH2:12]3)[CH:9]=[CH:10][C:3]1=2.[F:24][C:25]1[CH:30]=[CH:29][C:28]([C:31]([N:33]2[CH2:40][CH2:39][C:36]3([O:38][CH2:37]3)[CH2:35][CH2:34]2)=[O:32])=[CH:27][CH:26]=1.C(=O)([O-])[O-].[Cs+].[Cs+]. (4) Given the product [CH2:1]([N:8]1[CH:12]=[CH:11][N:10]=[C:9]1[NH2:13])[C:2]1[CH:3]=[CH:4][CH:5]=[CH:6][CH:7]=1, predict the reactants needed to synthesize it. The reactants are: [CH2:1]([N:8]1[CH:12]=[CH:11][N:10]=[C:9]1[N+:13]([O-])=O)[C:2]1[CH:7]=[CH:6][CH:5]=[CH:4][CH:3]=1. (5) Given the product [C:46](=[O:53])([S:47][CH2:48][CH3:49])[O:50][CH2:51][O:39][C:38](=[O:40])[C@H:25]([CH2:26][CH2:27][CH2:28][CH2:29][NH:30][C:31]([O:33][C:34]([CH3:37])([CH3:36])[CH3:35])=[O:32])[NH:24][C:22](=[O:23])[C@H:9]([CH2:10][CH2:11][CH2:12][CH2:13][NH:14][C:15]([O:17][C:18]([CH3:21])([CH3:20])[CH3:19])=[O:16])[NH:8][C:6]([O:5][C:1]([CH3:2])([CH3:3])[CH3:4])=[O:7], predict the reactants needed to synthesize it. The reactants are: [C:1]([O:5][C:6]([NH:8][C@H:9]([C:22]([NH:24][C@H:25]([C:38]([OH:40])=[O:39])[CH2:26][CH2:27][CH2:28][CH2:29][NH:30][C:31]([O:33][C:34]([CH3:37])([CH3:36])[CH3:35])=[O:32])=[O:23])[CH2:10][CH2:11][CH2:12][CH2:13][NH:14][C:15]([O:17][C:18]([CH3:21])([CH3:20])[CH3:19])=[O:16])=[O:7])([CH3:4])([CH3:3])[CH3:2].C([O-])(O)=O.[Na+].[C:46](=[O:53])([O:50][CH2:51]I)[S:47][CH2:48][CH3:49]. (6) Given the product [O:14]([C@H:21]1[CH2:26][CH2:25][C@H:12]([N:2]2[CH:3]=[C:4]([C:5]([O:7][CH2:8][CH3:9])=[O:6])[N:10]=[CH:11]2)[CH2:23][CH2:22]1)[C:15]1[CH:20]=[CH:19][CH:18]=[CH:17][CH:16]=1, predict the reactants needed to synthesize it. The reactants are: C[N:2]([CH3:12])[CH:3]=[C:4]([N+:10]#[C-:11])[C:5]([O:7][CH2:8][CH3:9])=[O:6].Cl.[O:14]([C@H:21]1[CH2:26][CH2:25][C@H](N)[CH2:23][CH2:22]1)[C:15]1[CH:20]=[CH:19][CH:18]=[CH:17][CH:16]=1.C(N(CC)CC)C. (7) Given the product [F:1][C:2]1[CH:21]=[C:20]([S:22]([CH3:25])(=[O:24])=[O:23])[C:19]([F:26])=[CH:18][C:3]=1[O:4][C@H:5]1[CH2:10][CH2:9][CH2:8][N:7]([CH:11]2[CH2:16][CH2:15][N:14]([C:28]3[C:33]([F:34])=[CH:32][C:31]([C:35]([F:38])([F:36])[F:37])=[CH:30][N:29]=3)[CH2:13][CH2:12]2)[C:6]1=[O:17], predict the reactants needed to synthesize it. The reactants are: [F:1][C:2]1[CH:21]=[C:20]([S:22]([CH3:25])(=[O:24])=[O:23])[C:19]([F:26])=[CH:18][C:3]=1[O:4][C@H:5]1[CH2:10][CH2:9][CH2:8][N:7]([CH:11]2[CH2:16][CH2:15][NH:14][CH2:13][CH2:12]2)[C:6]1=[O:17].F[C:28]1[C:33]([F:34])=[CH:32][C:31]([C:35]([F:38])([F:37])[F:36])=[CH:30][N:29]=1.CCN(C(C)C)C(C)C. (8) Given the product [C:12]([C:4]1[CH:5]=[C:6]([O:10][CH3:11])[CH:7]=[C:8]([CH3:9])[C:3]=1[O:2][CH3:1])#[CH:13], predict the reactants needed to synthesize it. The reactants are: [CH3:1][O:2][C:3]1[C:8]([CH3:9])=[CH:7][C:6]([O:10][CH3:11])=[CH:5][C:4]=1[C:12]#[C:13][Si](C)(C)C.O.[F-].C([N+](CCCC)(CCCC)CCCC)CCC. (9) Given the product [C:1]1([S:7]([C:10]([CH3:22])([CH3:21])[CH2:11][CH2:12][CH2:13][N:14]2[CH2:19][CH2:18][CH2:17][CH:16]([O:20][CH:23]([CH3:25])[CH3:24])[CH2:15]2)(=[O:8])=[O:9])[CH:2]=[CH:3][CH:4]=[CH:5][CH:6]=1, predict the reactants needed to synthesize it. The reactants are: [C:1]1([S:7]([C:10]([CH3:22])([CH3:21])[CH2:11][CH2:12][CH2:13][N:14]2[CH2:19][CH2:18][CH2:17][CH:16]([OH:20])[CH2:15]2)(=[O:9])=[O:8])[CH:6]=[CH:5][CH:4]=[CH:3][CH:2]=1.[CH:23](I)([CH3:25])[CH3:24]. (10) Given the product [NH2:8][C:9]1[CH:14]=[CH:13][C:12]([C:15]2[S:16][CH:17]=[CH:18][CH:19]=2)=[CH:11][C:10]=1[NH:20][C:21]([C:23]1[CH:28]=[CH:27][C:26]([CH2:29][NH:30][CH2:31][P:32](=[O:39])([O:36][CH2:37][CH3:38])[O:33][CH2:34][CH3:35])=[CH:25][CH:24]=1)=[O:22], predict the reactants needed to synthesize it. The reactants are: CC(OC([NH:8][C:9]1[CH:14]=[CH:13][C:12]([C:15]2[S:16][CH:17]=[CH:18][CH:19]=2)=[CH:11][C:10]=1[NH:20][C:21]([C:23]1[CH:28]=[CH:27][C:26]([CH2:29][NH:30][CH2:31][P:32](=[O:39])([O:36][CH2:37][CH3:38])[O:33][CH2:34][CH3:35])=[CH:25][CH:24]=1)=[O:22])=O)(C)C.C(O)(C(F)(F)F)=O.